From a dataset of hERG Central: cardiac toxicity at 1µM, 10µM, and general inhibition. Predict hERG channel inhibition at various concentrations. (1) The compound is O=C(NCC1CCCO1)c1cccc(Oc2ccc([N+](=O)[O-])cc2)c1. Results: hERG_inhib (hERG inhibition (general)): blocker. (2) The compound is COc1ccc(OCC(=O)N2CCN(Cc3ccc(SC)cc3)CC2)cc1.O=C(O)C(=O)O. Results: hERG_inhib (hERG inhibition (general)): blocker. (3) The molecule is c1ccc2c(N3CCCC3)nc(-c3ccncc3)nc2c1. Results: hERG_inhib (hERG inhibition (general)): blocker. (4) The molecule is Cc1ccccc1NC(=O)CSc1nc2ccccc2c2nc(CCn3cncc3C)nn12. Results: hERG_inhib (hERG inhibition (general)): blocker. (5) The drug is COc1ccc(N2CCN(C(=O)CSc3ccc([N+](=O)[O-])cc3)CC2)cc1. Results: hERG_inhib (hERG inhibition (general)): blocker.